Dataset: Reaction yield outcomes from USPTO patents with 853,638 reactions. Task: Predict the reaction yield, written as a fraction of the theoretical maximum amount of product (1.0 means a 100% yield; for example, 0.34 means a 34% yield). (1) The reactants are [C:1]([O:5][C:6](=[O:27])[NH:7][C@H:8]([C@@H:16]1[CH2:20][C@@H:19]([CH2:21][CH:22]=[C:23]([CH3:25])[CH3:24])[C:18](=[O:26])[O:17]1)[CH2:9][C:10]1[CH:15]=[CH:14][CH:13]=[CH:12][CH:11]=1)([CH3:4])([CH3:3])[CH3:2].[CH:28]12[CH2:34][CH:31]([CH2:32][CH2:33]1)[CH2:30][CH:29]2[NH:35]C(=O)[C@H](C)C[C@H](O)[C@@H](NC(OC(C)(C)C)=O)CC1C=CC=CC=1. No catalyst specified. The product is [C:1]([O:5][C:6](=[O:27])[NH:7][C@@H:8]([CH2:9][C:10]1[CH:11]=[CH:12][CH:13]=[CH:14][CH:15]=1)[C@@H:16]([OH:17])[CH2:20][C@H:19]([C:18](=[O:26])[NH:35][CH:29]1[CH2:30][CH:31]2[CH2:34][CH:28]1[CH2:33][CH2:32]2)[CH2:21][CH:22]=[C:23]([CH3:25])[CH3:24])([CH3:2])([CH3:3])[CH3:4]. The yield is 0.600. (2) The reactants are [CH3:1][C:2]1[CH:3]=[C:4]([O:15][C:16]2[C:25]3[C:20](=[CH:21][C:22]([OH:28])=[C:23]([O:26][CH3:27])[CH:24]=3)[N:19]=[CH:18][CH:17]=2)[C:5]([C:9]2[CH:14]=[CH:13][CH:12]=[CH:11][N:10]=2)=[N:6][C:7]=1[CH3:8].C(=O)([O-])[O-].[K+].[K+].Br[CH2:36][CH2:37][CH2:38][OH:39]. The catalyst is CN(C)C=O. The product is [CH3:1][C:2]1[CH:3]=[C:4]([O:15][C:16]2[C:25]3[C:20](=[CH:21][C:22]([O:28][CH2:36][CH2:37][CH2:38][OH:39])=[C:23]([O:26][CH3:27])[CH:24]=3)[N:19]=[CH:18][CH:17]=2)[C:5]([C:9]2[CH:14]=[CH:13][CH:12]=[CH:11][N:10]=2)=[N:6][C:7]=1[CH3:8]. The yield is 0.420. (3) The reactants are C(OC([N:8]1[CH2:13][CH2:12][CH:11]([N:14]2[CH:18]=[C:17]([C:19]3[CH:20]=[N:21][C:22]([NH2:37])=[C:23]([O:25][C@@H:26]([C:28]4[C:33]([Cl:34])=[CH:32][CH:31]=[C:30]([F:35])[C:29]=4[Cl:36])[CH3:27])[CH:24]=3)[CH:16]=[N:15]2)[CH2:10][CH2:9]1)=O)(C)(C)C.Cl.O1CCOCC1. The catalyst is C(Cl)Cl. The product is [Cl:36][C:29]1[C:30]([F:35])=[CH:31][CH:32]=[C:33]([Cl:34])[C:28]=1[C@H:26]([O:25][C:23]1[C:22]([NH2:37])=[N:21][CH:20]=[C:19]([C:17]2[CH:16]=[N:15][N:14]([CH:11]3[CH2:12][CH2:13][NH:8][CH2:9][CH2:10]3)[CH:18]=2)[CH:24]=1)[CH3:27]. The yield is 0.750. (4) The reactants are [C:1]([C:3]1[CH:4]=[C:5]([N:9]2[C:18]3[C:13](=[CH:14][CH:15]=[CH:16][N:17]=3)[C:12](O)=[C:11]([C:20](=O)[CH2:21][C:22]3[CH:27]=[CH:26][CH:25]=[CH:24][CH:23]=3)[C:10]2=[O:29])[CH:6]=[CH:7][CH:8]=1)#[N:2].O.[NH2:31][NH2:32].O. The catalyst is CN(C=O)C. The product is [CH2:21]([C:20]1[C:11]2[C:10](=[O:29])[N:9]([C:5]3[CH:6]=[CH:7][CH:8]=[C:3]([C:1]#[N:2])[CH:4]=3)[C:18]3[N:17]=[CH:16][CH:15]=[CH:14][C:13]=3[C:12]=2[NH:32][N:31]=1)[C:22]1[CH:27]=[CH:26][CH:25]=[CH:24][CH:23]=1. The yield is 0.920. (5) The reactants are [C:1]([N:9]([CH2:16][C:17]([F:19])=[CH2:18])[C:10](=[CH2:15])[C:11]([O:13][CH3:14])=[O:12])(=O)C1C=CC=CC=1.C(C1C=CC=CC=1)(=O)C.C(C1C=CC=CC=1)(=O)C1C=CC=CC=1. The catalyst is C1C=CC=CC=1. The product is [F:19][C:17]12[CH2:15][C:10]([C:11]([O:13][CH3:14])=[O:12])([CH2:18]1)[N:9]([CH3:1])[CH2:16]2. The yield is 0.630. (6) The reactants are C([O:4][CH2:5][C:6]1[N:10]([CH3:11])[C:9]2[CH:12]=[C:13]([Br:19])[CH:14]=[C:15]([N+:16]([O-])=O)[C:8]=2[N:7]=1)(=O)C. The catalyst is CO.[Ni]. The product is [NH2:16][C:15]1[C:8]2[N:7]=[C:6]([CH2:5][OH:4])[N:10]([CH3:11])[C:9]=2[CH:12]=[C:13]([Br:19])[CH:14]=1. The yield is 0.220. (7) The reactants are [CH3:1][N:2]1[C:7](=[O:8])[CH:6]=[C:5]([NH:9][C:10]2[CH:19]=[CH:18][C:17]3[C:12](=[CH:13][CH:14]=[CH:15][CH:16]=3)[CH:11]=2)[C:4]([C:20]([O:22]C2C(F)=C(F)C(F)=C(F)C=2F)=O)=[CH:3]1.[NH3:34]. The catalyst is C1COCC1. The product is [CH3:1][N:2]1[C:7](=[O:8])[CH:6]=[C:5]([NH:9][C:10]2[CH:19]=[CH:18][C:17]3[C:12](=[CH:13][CH:14]=[CH:15][CH:16]=3)[CH:11]=2)[C:4]([C:20]([NH2:34])=[O:22])=[CH:3]1. The yield is 0.870. (8) The reactants are C(=O)([O-])[O-].[K+].[K+].Cl[C:8]1[CH:16]=[CH:15][CH:14]=[CH:13][C:9]=1[C:10]([OH:12])=[O:11].[F:17][C:18]1C=[CH:23][C:21](N)=[CH:20][CH:19]=1.Cl.C[N:27]([CH3:30])C=O. The catalyst is [Cu].O. The product is [F:17][C:18]1[CH:19]=[CH:20][CH:21]=[CH:23][C:30]=1[NH:27][C:8]1[C:9](=[CH:13][CH:14]=[CH:15][CH:16]=1)[C:10]([OH:12])=[O:11]. The yield is 0.740. (9) The reactants are [C:1]1([Mg]Br)[CH:6]=[CH:5][CH:4]=[CH:3][CH:2]=1.CCOCC.[C:14]1(=O)[CH2:18][CH2:17][CH2:16][CH2:15]1.C1(C([O-])=O)SC=CC=1.Cl. The catalyst is C1COCC1. The product is [C:14]1([C:1]2[CH:6]=[CH:5][CH:4]=[CH:3][CH:2]=2)[CH2:18][CH2:17][CH2:16][CH:15]=1. The yield is 1.00.